Dataset: Catalyst prediction with 721,799 reactions and 888 catalyst types from USPTO. Task: Predict which catalyst facilitates the given reaction. (1) The catalyst class is: 1. Reactant: [Cl:1][C:2]1[CH:28]=[CH:27][C:5]([CH2:6][CH2:7][NH:8][C:9](=[O:26])[C:10]2[CH:15]=[CH:14][C:13]([O:16][C:17]3[CH:22]=[CH:21][C:20]([CH:23]=O)=[CH:19][C:18]=3[Br:25])=[CH:12][CH:11]=2)=[CH:4][CH:3]=1.[OH-].C[N+](C)(C)CC1C=CC=CC=1.[CH3:41][S:42]([CH2:44][S:45][CH3:46])=[O:43]. Product: [Cl:1][C:2]1[CH:3]=[CH:4][C:5]([CH2:6][CH2:7][NH:8][C:9](=[O:26])[C:10]2[CH:11]=[CH:12][C:13]([O:16][C:17]3[CH:22]=[CH:21][C:20](/[CH:23]=[C:44](\[S:42]([CH3:41])=[O:43])/[S:45][CH3:46])=[CH:19][C:18]=3[Br:25])=[CH:14][CH:15]=2)=[CH:27][CH:28]=1. (2) Reactant: [CH3:1][O:2][C:3](=[O:27])[C:4]1[CH:9]=[CH:8][C:7]([S:10](=[O:25])(=[O:24])[NH:11][C@H:12]([C:21](=[O:23])[NH2:22])[CH2:13][C:14]([O:16][C:17]([CH3:20])([CH3:19])[CH3:18])=[O:15])=[C:6]([OH:26])[CH:5]=1.C1(O)C=CC=CC=1.[N:35]1[C:44]2[C:39](=[C:40]([CH2:45][CH2:46]O)[CH:41]=[CH:42][CH:43]=2)[CH:38]=[CH:37][CH:36]=1.C1(P(C2C=CC=CC=2)C2C=CC=CC=2)C=CC=CC=1.N(C(OCC)=O)=NC(OCC)=O. Product: [CH3:1][O:2][C:3](=[O:27])[C:4]1[CH:9]=[CH:8][C:7]([S:10](=[O:24])(=[O:25])[NH:11][C@H:12]([C:21](=[O:23])[NH2:22])[CH2:13][C:14]([O:16][C:17]([CH3:20])([CH3:19])[CH3:18])=[O:15])=[C:6]([O:26][CH2:46][CH2:45][C:40]2[CH:41]=[CH:42][CH:43]=[C:44]3[C:39]=2[CH:38]=[CH:37][CH:36]=[N:35]3)[CH:5]=1. The catalyst class is: 1. (3) Reactant: [NH2:1][CH:2]([C:6]1[CH:14]=[CH:13][C:12]([Cl:15])=[CH:11][C:7]=1[C:8](O)=[O:9])[CH:3]([CH3:5])[CH3:4].CCN(C(C)C)C(C)C.CN(C(ON1N=NC2C=CC=NC1=2)=[N+](C)C)C.F[P-](F)(F)(F)(F)F.[NH4+].[Cl-]. Product: [Cl:15][C:12]1[CH:11]=[C:7]2[C:6]([CH:2]([CH:3]([CH3:5])[CH3:4])[NH:1][C:8]2=[O:9])=[CH:14][CH:13]=1. The catalyst class is: 1. (4) Reactant: [Cl:1][C:2]1[CH:3]=[N:4][CH:5]=[C:6]([CH:11]=1)[C:7]([NH:9][NH2:10])=[O:8].[Cl:12][C:13]1[CH:14]=[CH:15][C:16]([OH:22])=[C:17]([C:19](=O)[CH3:20])[CH:18]=1. Product: [Cl:1][C:2]1[CH:3]=[N:4][CH:5]=[C:6]([CH:11]=1)[C:7]([NH:9]/[N:10]=[C:19](/[C:17]1[CH:18]=[C:13]([Cl:12])[CH:14]=[CH:15][C:16]=1[OH:22])\[CH3:20])=[O:8]. The catalyst class is: 130. (5) Reactant: [CH3:1][C@@H:2]1[CH2:4][C@H:3]1[C:5](Cl)=[O:6].[NH2:8][C:9]1[S:13][N:12]=[C:11]([Br:14])[C:10]=1[C:15](=[O:17])[CH3:16].C(N(CC)CC)C. Product: [C:15]([C:10]1[C:11]([Br:14])=[N:12][S:13][C:9]=1[NH:8][C:5]([C@@H:3]1[CH2:4][C@H:2]1[CH3:1])=[O:6])(=[O:17])[CH3:16]. The catalyst class is: 4. (6) Reactant: Cl.CN([CH:5]([SH:7])C)C.C(=O)([O-])[O-].[K+].[K+].F[C:15]1[CH:20]=[CH:19][C:18]([N+:21]([O-:23])=[O:22])=[CH:17][CH:16]=1.[CH3:24][N:25]([CH3:28])[CH:26]=O. Product: [CH3:24][N:25]([CH3:28])[CH2:26][CH2:5][S:7][C:15]1[CH:20]=[CH:19][C:18]([N+:21]([O-:23])=[O:22])=[CH:17][CH:16]=1. The catalyst class is: 6. (7) Reactant: [O:1]1[C:6]2[CH:7]=[CH:8][C:9]([S:11][C:12]3[CH:17]=[CH:16][C:15](/[CH:18]=[CH:19]/[C:20]([N:22]4[CH2:27][CH2:26][NH:25][CH2:24][CH:23]4[C:28]([O:30]C)=[O:29])=[O:21])=[CH:14][C:13]=3[C:32]([F:35])([F:34])[F:33])=[CH:10][C:5]=2[O:4][CH2:3][CH2:2]1.Cl[C:37]([O:39][CH3:40])=[O:38].N1C=CC=CC=1. Product: [O:1]1[C:6]2[CH:7]=[CH:8][C:9]([S:11][C:12]3[CH:17]=[CH:16][C:15](/[CH:18]=[CH:19]/[C:20]([N:22]4[CH2:27][CH2:26][N:25]([C:37]([O:39][CH3:40])=[O:38])[CH2:24][CH:23]4[C:28]([OH:30])=[O:29])=[O:21])=[CH:14][C:13]=3[C:32]([F:35])([F:33])[F:34])=[CH:10][C:5]=2[O:4][CH2:3][CH2:2]1. The catalyst class is: 2.